From a dataset of Full USPTO retrosynthesis dataset with 1.9M reactions from patents (1976-2016). Predict the reactants needed to synthesize the given product. (1) Given the product [CH2:10]([C:5]1[CH:6]=[C:7]([CH3:9])[CH:8]=[C:3]([CH2:1][CH3:2])[C:4]=1[C:12](=[O:18])[C:13]([OH:15])=[O:14])[CH3:11], predict the reactants needed to synthesize it. The reactants are: [CH2:1]([C:3]1[CH:8]=[C:7]([CH3:9])[CH:6]=[C:5]([CH2:10][CH3:11])[C:4]=1[C:12](=[O:18])[C:13]([O:15]CC)=[O:14])[CH3:2].[OH-].[Na+]. (2) Given the product [CH2:6]1[NH:5][C:3](=[O:4])[CH2:12][N:8]2[CH2:9][CH2:10][CH2:11][C@H:7]12, predict the reactants needed to synthesize it. The reactants are: ClC[C:3]([NH:5][CH2:6][C@H:7]1[CH2:11][CH2:10][CH2:9][N:8]1[C:12](OC(C)(C)C)=O)=[O:4].C(O)(C(F)(F)F)=O.C(=O)([O-])[O-].[Na+].[Na+]. (3) Given the product [C:21]([C:20]1[N:27]=[N:28][C:3]2[C@@:2]3([CH3:1])[C:8]([CH3:10])([CH3:9])[C@@H:5]([C:4]=2[CH:19]=1)[CH2:6][CH2:7]3)([CH3:24])([CH3:23])[CH3:22], predict the reactants needed to synthesize it. The reactants are: [CH3:1][C@:2]12[C:8]([CH3:10])([CH3:9])[C@H:5]([CH2:6][CH2:7]1)[C:4](=O)[C:3]2=O.COP([CH2:19][C:20](=O)[C:21]([CH3:24])([CH3:23])[CH3:22])(=O)OC.O.[NH2:27][NH2:28]. (4) Given the product [NH2:24][C:14]1[N:13]=[C:12]([NH:11][C:6]2[CH:7]=[CH:8][CH:9]=[CH:10][C:5]=2[C:4]([OH:25])=[O:3])[CH:17]=[C:16]([C:18]2[CH:23]=[CH:22][CH:21]=[CH:20][CH:19]=2)[N:15]=1, predict the reactants needed to synthesize it. The reactants are: C([O:3][C:4](=[O:25])[C:5]1[CH:10]=[CH:9][CH:8]=[CH:7][C:6]=1[NH:11][C:12]1[CH:17]=[C:16]([C:18]2[CH:23]=[CH:22][CH:21]=[CH:20][CH:19]=2)[N:15]=[C:14]([NH2:24])[N:13]=1)C.[OH-].[K+].